This data is from Peptide-MHC class II binding affinity with 134,281 pairs from IEDB. The task is: Regression. Given a peptide amino acid sequence and an MHC pseudo amino acid sequence, predict their binding affinity value. This is MHC class II binding data. (1) The peptide sequence is GLDVVDAVSNALIKS. The MHC is HLA-DQA10401-DQB10402 with pseudo-sequence HLA-DQA10401-DQB10402. The binding affinity (normalized) is 0.118. (2) The binding affinity (normalized) is 0.315. The peptide sequence is AGCQTYKWETFLTSE. The MHC is DRB5_0101 with pseudo-sequence DRB5_0101. (3) The MHC is HLA-DQA10301-DQB10302 with pseudo-sequence HLA-DQA10301-DQB10302. The binding affinity (normalized) is 0.521. The peptide sequence is SQDLEVSWNLNGLQAY. (4) The peptide sequence is EAVLEDPYILLVSSK. The MHC is DRB1_0802 with pseudo-sequence DRB1_0802. The binding affinity (normalized) is 0.314. (5) The peptide sequence is AAATAGPTVYGAFAA. The MHC is HLA-DPA10103-DPB10601 with pseudo-sequence HLA-DPA10103-DPB10601. The binding affinity (normalized) is 0.